This data is from NCI-60 drug combinations with 297,098 pairs across 59 cell lines. The task is: Regression. Given two drug SMILES strings and cell line genomic features, predict the synergy score measuring deviation from expected non-interaction effect. (1) Drug 1: C1=CC(=CC=C1CC(C(=O)O)N)N(CCCl)CCCl.Cl. Drug 2: N.N.Cl[Pt+2]Cl. Cell line: UACC62. Synergy scores: CSS=4.18, Synergy_ZIP=-4.44, Synergy_Bliss=-4.76, Synergy_Loewe=-8.68, Synergy_HSA=-4.39. (2) Drug 1: C1=CC(=CC=C1C#N)C(C2=CC=C(C=C2)C#N)N3C=NC=N3. Drug 2: CN(C(=O)NC(C=O)C(C(C(CO)O)O)O)N=O. Cell line: MALME-3M. Synergy scores: CSS=-1.31, Synergy_ZIP=-0.247, Synergy_Bliss=-3.78, Synergy_Loewe=-1.29, Synergy_HSA=-4.67. (3) Drug 1: C1=CC(=C2C(=C1NCCNCCO)C(=O)C3=C(C=CC(=C3C2=O)O)O)NCCNCCO. Drug 2: CN(CC1=CN=C2C(=N1)C(=NC(=N2)N)N)C3=CC=C(C=C3)C(=O)NC(CCC(=O)O)C(=O)O. Cell line: OVCAR3. Synergy scores: CSS=37.0, Synergy_ZIP=-10.1, Synergy_Bliss=-5.27, Synergy_Loewe=-8.00, Synergy_HSA=-0.514. (4) Drug 1: CC(C1=C(C=CC(=C1Cl)F)Cl)OC2=C(N=CC(=C2)C3=CN(N=C3)C4CCNCC4)N. Drug 2: C1C(C(OC1N2C=NC(=NC2=O)N)CO)O. Cell line: U251. Synergy scores: CSS=0.493, Synergy_ZIP=-0.395, Synergy_Bliss=-1.92, Synergy_Loewe=-3.38, Synergy_HSA=-3.27. (5) Drug 1: C1C(C(OC1N2C=NC3=C(N=C(N=C32)Cl)N)CO)O. Drug 2: C1=CC=C(C(=C1)C(C2=CC=C(C=C2)Cl)C(Cl)Cl)Cl. Cell line: MCF7. Synergy scores: CSS=-2.80, Synergy_ZIP=0.775, Synergy_Bliss=0.619, Synergy_Loewe=-0.974, Synergy_HSA=-2.33. (6) Drug 1: CC1C(C(CC(O1)OC2CC(CC3=C2C(=C4C(=C3O)C(=O)C5=C(C4=O)C(=CC=C5)OC)O)(C(=O)C)O)N)O.Cl. Drug 2: CN(CC1=CN=C2C(=N1)C(=NC(=N2)N)N)C3=CC=C(C=C3)C(=O)NC(CCC(=O)O)C(=O)O. Cell line: SW-620. Synergy scores: CSS=49.1, Synergy_ZIP=-3.56, Synergy_Bliss=-0.541, Synergy_Loewe=-7.08, Synergy_HSA=0.549.